Dataset: Catalyst prediction with 721,799 reactions and 888 catalyst types from USPTO. Task: Predict which catalyst facilitates the given reaction. Reactant: [Na].[CH3:2]CN(C(C)C)C(C)C.[OH:11][C:12]([C:14]([F:17])([F:16])[F:15])=[O:13].[F:18][C:19]1[CH:45]=[C:44]([F:46])[CH:43]=[CH:42][C:20]=1[O:21][CH:22]1[CH2:27][CH2:26][N:25]([C:28]2[N:33]=[C:32]3[CH2:34][NH:35][CH2:36][CH2:37][C:31]3=[N:30][C:29]=2[NH:38][CH:39]([CH3:41])[CH3:40])[CH2:24][CH2:23]1.C=O. Product: [F:18][C:19]1[CH:45]=[C:44]([F:46])[CH:43]=[CH:42][C:20]=1[O:21][CH:22]1[CH2:23][CH2:24][N:25]([C:28]2[N:33]=[C:32]3[CH2:34][N:35]([CH3:2])[CH2:36][CH2:37][C:31]3=[N:30][C:29]=2[NH:38][CH:39]([CH3:41])[CH3:40])[CH2:26][CH2:27]1.[C:12]([OH:13])([C:14]([F:17])([F:16])[F:15])=[O:11]. The catalyst class is: 5.